Binary Classification. Given a miRNA mature sequence and a target amino acid sequence, predict their likelihood of interaction. From a dataset of Experimentally validated miRNA-target interactions with 360,000+ pairs, plus equal number of negative samples. (1) The miRNA is hsa-miR-29a-3p with sequence UAGCACCAUCUGAAAUCGGUUA. The protein sequence of the target gene is MAGQRTCQRRSSRAGPGKMQEPPKSIEEFLKFQNWDYWPREIHFRDDDKWSCTLKKIKEDSSFVSIYTHLWENVPRIFEALLIMESKLKEYSLILQNHTSEIFKWKSMISETSSYRKLERYGEFLKKYHKKKKIMLSDEMETEKNIEGCSFTGFKANELTQLPRHLDAEQIYLFILKAHNFDERVFKIWKTHFLSEASIALLHDSFWWWFLHKFRPDRENQDCLFDRISESYVTLFMSIPLSRKDAFFQIYPDCLAQAIYATFHEAFPESSYLFNDEFKEDLGNNIFLWCSGLKPQKGFW.... Result: 0 (no interaction). (2) The miRNA is mmu-miR-143-5p with sequence GGUGCAGUGCUGCAUCUCUGG. The protein sequence of the target gene is MNGPADGEVDYKKKYRNLKRKLKFLIYEHECFQEELRKAQRKLLKVSRDKSFLLDRLLQYENVDEDSSDSDATASSDNSETEGTPKLSDTPAPKRKRSPPLGGAPSPSSLSLPPSTGFPLQASGVPSPYLSSLASSRYPPFPSDYLALQLPEPSPLRPKREKRPRLPRKLKMAVGPPDCPVGGPLTFPGRGSGAGVGTTLTPLPPPKMPPPTILSTVPRQMFSDAGSGDDALDGDDDLVIDIPE. Result: 0 (no interaction).